This data is from Reaction yield outcomes from USPTO patents with 853,638 reactions. The task is: Predict the reaction yield, written as a fraction of the theoretical maximum amount of product (1.0 means a 100% yield; for example, 0.34 means a 34% yield). (1) The reactants are [Cl:1][C:2]1[CH:3]=[C:4]([CH:10]([C:29]([F:32])([F:31])[F:30])/[CH:11]=[CH:12]/[C:13]2[CH:14]=[C:15]3[C:19](=[CH:20][CH:21]=2)[N:18](C(OC(C)(C)C)=O)[CH:17]=[CH:16]3)[CH:5]=[C:6]([Cl:9])[C:7]=1[F:8].C(O)(C(F)(F)F)=O. The catalyst is C(Cl)Cl. The product is [Cl:9][C:6]1[CH:5]=[C:4]([CH:10]([C:29]([F:30])([F:32])[F:31])/[CH:11]=[CH:12]/[C:13]2[CH:14]=[C:15]3[C:19](=[CH:20][CH:21]=2)[NH:18][CH:17]=[CH:16]3)[CH:3]=[C:2]([Cl:1])[C:7]=1[F:8]. The yield is 0.970. (2) The reactants are [CH3:1][N:2]1[C:6]([CH3:7])=[C:5](/[CH:8]=[CH:9]/[C:10]([O:12]CC)=[O:11])[CH:4]=[N:3]1.[OH-].[Na+].Cl. The catalyst is CO. The product is [CH3:1][N:2]1[C:6]([CH3:7])=[C:5](/[CH:8]=[CH:9]/[C:10]([OH:12])=[O:11])[CH:4]=[N:3]1. The yield is 0.870.